This data is from Catalyst prediction with 721,799 reactions and 888 catalyst types from USPTO. The task is: Predict which catalyst facilitates the given reaction. (1) The catalyst class is: 17. Reactant: [OH:1][C:2]1[CH:3]=[C:4]2[C:11](=[C:12]([CH3:15])[C:13]=1[CH3:14])[O:10][CH2:9][C:6]1([CH2:8][CH2:7]1)[C:5]2=O.Cl.[CH3:18][O:19][NH2:20]. Product: [CH3:18][O:19][N:20]=[C:5]1[C:6]2([CH2:8][CH2:7]2)[CH2:9][O:10][C:11]2[C:4]1=[CH:3][C:2]([OH:1])=[C:13]([CH3:14])[C:12]=2[CH3:15]. (2) Reactant: [Cl:1][C:2]1[C:11]2[O:10][CH:9]([CH:12]([CH3:14])[CH3:13])[C:8](=[O:15])[NH:7][C:6]=2[CH:5]=[CH:4][CH:3]=1.C(=O)([O-])[O-].[K+].[K+].[C:22]([O:26][CH3:27])(=[O:25])[CH:23]=[CH2:24].C(OCC)(=O)C. Product: [CH3:27][O:26][C:22](=[O:25])[CH2:23][CH2:24][N:7]1[C:6]2[CH:5]=[CH:4][CH:3]=[C:2]([Cl:1])[C:11]=2[O:10][CH:9]([CH:12]([CH3:13])[CH3:14])[C:8]1=[O:15]. The catalyst class is: 35. (3) Reactant: [Br:1][C:2]1[CH:3]=[C:4]2[C:9](=[CH:10][CH:11]=1)[C:8](O)=[CH:7][CH:6]=[CH:5]2.[N:13]1[CH:18]=[CH:17][CH:16]=[C:15]([CH2:19][CH2:20][OH:21])[CH:14]=1.C1(P(C2C=CC=CC=2)C2C=CC=CC=2)C=CC=CC=1.N(C(OC(C)C)=O)=NC(OC(C)C)=O. Product: [Br:1][C:2]1[CH:3]=[C:4]2[C:9](=[CH:10][CH:11]=1)[CH:8]=[C:7]([O:21][CH2:20][CH2:19][C:15]1[CH:14]=[N:13][CH:18]=[CH:17][CH:16]=1)[CH:6]=[CH:5]2. The catalyst class is: 1. (4) Reactant: [C:1]([O-:4])(=[S:3])[CH3:2].[K+].C(S[CH:10]([C:36]1[CH:40]=[CH:39][N:38]([CH2:41][CH2:42][C:43]([O:45][CH2:46][CH3:47])=[O:44])[N:37]=1)[C:11]1[CH2:16][N:15]([C:17]([C:30]2[CH:35]=[CH:34][CH:33]=[CH:32][CH:31]=2)([C:24]2[CH:29]=[CH:28][CH:27]=[CH:26][CH:25]=2)[C:18]2[CH:23]=[CH:22][CH:21]=[CH:20][CH:19]=2)[CH2:14][CH2:13][CH:12]=1)(=O)C. Product: [C:1]([S:3][CH:12]1[CH2:13][CH2:14][N:15]([C:17]([C:24]2[CH:25]=[CH:26][CH:27]=[CH:28][CH:29]=2)([C:30]2[CH:35]=[CH:34][CH:33]=[CH:32][CH:31]=2)[C:18]2[CH:19]=[CH:20][CH:21]=[CH:22][CH:23]=2)[CH2:16][C:11]1=[CH:10][C:36]1[CH:40]=[CH:39][N:38]([CH2:41][CH2:42][C:43]([O:45][CH2:46][CH3:47])=[O:44])[N:37]=1)(=[O:4])[CH3:2]. The catalyst class is: 148. (5) Reactant: [C:1]12([C:11]3[CH:12]=[C:13]([B:19]([OH:21])[OH:20])[CH:14]=[CH:15][C:16]=3[O:17][CH3:18])[CH2:10][CH:5]3[CH2:6][CH:7]([CH2:9][CH:3]([CH2:4]3)[CH2:2]1)[CH2:8]2.[CH3:22][C:23](O)([C:25]([CH3:28])(O)[CH3:26])[CH3:24].C1(C)C=CC=CC=1. Product: [C:1]12([C:11]3[CH:12]=[C:13]([B:19]4[O:21][C:25]([CH3:28])([CH3:26])[C:23]([CH3:24])([CH3:22])[O:20]4)[CH:14]=[CH:15][C:16]=3[O:17][CH3:18])[CH2:8][CH:7]3[CH2:9][CH:3]([CH2:4][CH:5]([CH2:6]3)[CH2:10]1)[CH2:2]2. The catalyst class is: 6. (6) Reactant: [CH3:1][O:2][C:3]1[CH:8]=[C:7]([O:9][C:10]([F:13])([F:12])[F:11])[CH:6]=[CH:5][C:4]=1B(O)O.C([O-])([O-])=O.[K+].[K+].O.Cl[C:25]1[C:30]([CH3:31])=[CH:29][C:28]([N+:32]([O-:34])=[O:33])=[CH:27][N:26]=1. Product: [CH3:1][O:2][C:3]1[CH:8]=[C:7]([O:9][C:10]([F:13])([F:12])[F:11])[CH:6]=[CH:5][C:4]=1[C:25]1[C:30]([CH3:31])=[CH:29][C:28]([N+:32]([O-:34])=[O:33])=[CH:27][N:26]=1. The catalyst class is: 104. (7) Reactant: C([O:4][C@H:5]([CH3:50])[C:6]([N:8]([C@@H:25]([C:30]1[N:31]=[C:32]([C:42]2[CH:47]=[C:46]([F:48])[CH:45]=[CH:44][C:43]=2[F:49])[S:33][C:34]=1[CH2:35][C:36]1[CH:41]=[CH:40][CH:39]=[CH:38][CH:37]=1)[C:26]([CH3:29])([CH3:28])[CH3:27])[CH2:9][CH2:10][C@H:11]([N:14]1C(=O)C2C(=CC=CC=2)C1=O)[CH2:12][F:13])=[O:7])(=O)C.NN. Product: [NH2:14][C@H:11]([CH2:12][F:13])[CH2:10][CH2:9][N:8]([C@@H:25]([C:30]1[N:31]=[C:32]([C:42]2[CH:47]=[C:46]([F:48])[CH:45]=[CH:44][C:43]=2[F:49])[S:33][C:34]=1[CH2:35][C:36]1[CH:41]=[CH:40][CH:39]=[CH:38][CH:37]=1)[C:26]([CH3:28])([CH3:27])[CH3:29])[C:6](=[O:7])[C@@H:5]([OH:4])[CH3:50]. The catalyst class is: 14. (8) Reactant: [Cl:1][C:2]1[CH:7]=[C:6](I)[C:5]([F:9])=[CH:4][N:3]=1.[F:10][C:11]([F:19])([F:18])[CH:12]1[CH2:17][CH2:16][NH:15][CH2:14][CH2:13]1.C1C=CC(P(C2C(C3C(P(C4C=CC=CC=4)C4C=CC=CC=4)=CC=C4C=3C=CC=C4)=C3C(C=CC=C3)=CC=2)C2C=CC=CC=2)=CC=1.C(O[Na])(C)(C)C. Product: [Cl:1][C:2]1[CH:7]=[C:6]([N:15]2[CH2:16][CH2:17][CH:12]([C:11]([F:19])([F:18])[F:10])[CH2:13][CH2:14]2)[C:5]([F:9])=[CH:4][N:3]=1. The catalyst class is: 11.